Dataset: Reaction yield outcomes from USPTO patents with 853,638 reactions. Task: Predict the reaction yield, written as a fraction of the theoretical maximum amount of product (1.0 means a 100% yield; for example, 0.34 means a 34% yield). (1) The reactants are C(OC(=O)[NH:7][CH2:8][C:9]1[C:14]([C:15]2[CH:20]=[CH:19][C:18]([Cl:21])=[CH:17][C:16]=2[Cl:22])=[CH:13][N:12]2[C:23]([NH2:26])=[N:24][N:25]=[C:11]2[CH:10]=1)(C)(C)C.C(O)(C(F)(F)F)=O. The catalyst is C(Cl)Cl. The product is [NH2:7][CH2:8][C:9]1[C:14]([C:15]2[CH:20]=[CH:19][C:18]([Cl:21])=[CH:17][C:16]=2[Cl:22])=[CH:13][N:12]2[C:23]([NH2:26])=[N:24][N:25]=[C:11]2[CH:10]=1. The yield is 0.260. (2) The reactants are [CH3:1][C:2]([O:13][Si:14]([CH3:17])([CH3:16])[CH3:15])([CH3:12])[CH2:3][N:4]1[CH:8]=[C:7]([N+:9]([O-:11])=[O:10])[CH:6]=[N:5]1.C[Si]([N-][Si](C)(C)C)(C)C.[Li+].[Cl:28]C(Cl)(Cl)C(Cl)(Cl)Cl. The catalyst is C1COCC1. The product is [Cl:28][C:8]1[N:4]([CH2:3][C:2]([CH3:1])([O:13][Si:14]([CH3:15])([CH3:17])[CH3:16])[CH3:12])[N:5]=[CH:6][C:7]=1[N+:9]([O-:11])=[O:10]. The yield is 0.801. (3) The reactants are CC([Si](C)(C)[O:6][CH2:7][C:8]1[CH:9]=[C:10]([C:14]2[CH:19]=[C:18]([O:20][CH3:21])[CH:17]=[C:16]([CH2:22][NH:23][C:24](=[O:30])[O:25][C:26]([CH3:29])([CH3:28])[CH3:27])[CH:15]=2)[CH:11]=[CH:12][CH:13]=1)(C)C.[N+](CCCC)(CCCC)(CCCC)CCCC.[F-]. The catalyst is C1COCC1. The product is [OH:6][CH2:7][C:8]1[CH:9]=[C:10]([C:14]2[CH:19]=[C:18]([O:20][CH3:21])[CH:17]=[C:16]([CH2:22][NH:23][C:24](=[O:30])[O:25][C:26]([CH3:28])([CH3:27])[CH3:29])[CH:15]=2)[CH:11]=[CH:12][CH:13]=1. The yield is 0.800. (4) The catalyst is O1CCCC1. The product is [Br:17][C:9]1[NH:8][CH:7]=[C:6]2[C:2](=[O:1])[N:3]([C:10]([O:12][C:13]([CH3:16])([CH3:15])[CH3:14])=[O:11])[CH2:4][C:5]=12. The yield is 0.650. The reactants are [O:1]=[C:2]1[C:6]2=[CH:7][NH:8][CH:9]=[C:5]2[CH2:4][N:3]1[C:10]([O:12][C:13]([CH3:16])([CH3:15])[CH3:14])=[O:11].[Br:17]N1C(=O)CCC1=O.O. (5) The reactants are [Cl:1][C:2]1[C:3]([OH:10])=[C:4]([CH:7]=[CH:8][CH:9]=1)[CH:5]=[O:6].[Si:11]([O:18][CH2:19][CH2:20][CH2:21][CH2:22]O)([C:14]([CH3:17])([CH3:16])[CH3:15])([CH3:13])[CH3:12].C1(P(C2C=CC=CC=2)C2C=CC=CC=2)C=CC=CC=1.N(/C(OC(C)(C)C)=O)=N\C(OC(C)(C)C)=O. The catalyst is O1CCCC1. The product is [Si:11]([O:18][CH2:19][CH2:20][CH2:21][CH2:22][O:10][C:3]1[C:2]([Cl:1])=[CH:9][CH:8]=[CH:7][C:4]=1[CH:5]=[O:6])([C:14]([CH3:15])([CH3:16])[CH3:17])([CH3:12])[CH3:13]. The yield is 0.250. (6) The reactants are C(=O)([O-])[O-].[K+].[K+].[NH2:7][C:8]1[C:21]([Cl:22])=[CH:20][C:19]([Cl:23])=[CH:18][C:9]=1[C:10]([N:12]=[S:13]([CH2:16][CH3:17])[CH2:14][CH3:15])=[O:11].[Cl:24][C:25]1[C:26]([N:31]2[C:35]([C:36](Cl)=[O:37])=[CH:34][C:33]([C:39]([F:42])([F:41])[F:40])=[N:32]2)=[N:27][CH:28]=[CH:29][CH:30]=1. The catalyst is C(#N)C. The product is [Cl:24][C:25]1[C:26]([N:31]2[C:35]([C:36]([NH:7][C:8]3[C:9]([C:10](=[O:11])[N:12]=[S:13]([CH2:14][CH3:15])[CH2:16][CH3:17])=[CH:18][C:19]([Cl:23])=[CH:20][C:21]=3[Cl:22])=[O:37])=[CH:34][C:33]([C:39]([F:42])([F:40])[F:41])=[N:32]2)=[N:27][CH:28]=[CH:29][CH:30]=1. The yield is 0.880. (7) The reactants are [C:1](/[CH:3]=[CH:4]/[S:5]([C:8]1[CH:13]=[CH:12][C:11]([C:14]([CH3:19])([CH3:18])[C:15]([OH:17])=O)=[CH:10][CH:9]=1)(=[O:7])=[O:6])#[N:2].C([O:24][C:25](=[O:35])[CH2:26][O:27][C:28]1[CH:33]=[CH:32][CH:31]=[C:30]([NH2:34])[CH:29]=1)(C)(C)C.Cl.CN(C)CCCN=C=NCC.ON1C2C=CC=CC=2N=N1.FC(F)(F)C(O)=O. The catalyst is C(#N)C. The product is [C:1](/[CH:3]=[CH:4]/[S:5]([C:8]1[CH:9]=[CH:10][C:11]([C:14]([CH3:19])([CH3:18])[C:15]([NH:34][C:30]2[CH:29]=[C:28]([CH:33]=[CH:32][CH:31]=2)[O:27][CH2:26][C:25]([OH:35])=[O:24])=[O:17])=[CH:12][CH:13]=1)(=[O:6])=[O:7])#[N:2]. The yield is 0.530.